From a dataset of Catalyst prediction with 721,799 reactions and 888 catalyst types from USPTO. Predict which catalyst facilitates the given reaction. (1) Reactant: [CH2:1]([C:4]1[C:5]([C:12]2[CH:17]=[CH:16][CH:15]=[CH:14][N:13]=2)=[N:6][O:7][C:8]=1[C:9]([OH:11])=O)[CH2:2][CH3:3].[Li].O[N:20]=[C:21]([C:23]1[CH:40]=[CH:39][C:26]([CH2:27][N:28]2[CH2:31][CH:30]([C:32]([O:34][C:35]([CH3:38])([CH3:37])[CH3:36])=[O:33])[CH2:29]2)=[CH:25][CH:24]=1)[NH2:22].N1C=CC=CC=1C1C(C(F)(F)F)=C(C2ON=C(C3C=CC(CN4CC(C(O)=O)C4)=CC=3)N=2)ON=1.C1C=CC2N(O)N=NC=2C=1.Cl.C(N=C=NCCCN(C)C)C.C(N(C(C)C)CC)(C)C. Product: [CH2:1]([C:4]1[C:5]([C:12]2[CH:17]=[CH:16][CH:15]=[CH:14][N:13]=2)=[N:6][O:7][C:8]=1[C:9]1[O:11][N:22]=[C:21]([C:23]2[CH:24]=[CH:25][C:26]([CH2:27][N:28]3[CH2:29][CH:30]([C:32]([O:34][C:35]([CH3:36])([CH3:38])[CH3:37])=[O:33])[CH2:31]3)=[CH:39][CH:40]=2)[N:20]=1)[CH2:2][CH3:3]. The catalyst class is: 10. (2) Reactant: C([N:3]([CH2:6][CH3:7])[CH2:4]C)C.FC(F)(F)C([O-])=[O:11].[Cl:15][CH2:16][C@H:17]([OH:20])C[NH3+].ClC(Cl)(OC(=O)OC(Cl)(Cl)Cl)Cl.C(OCC)C. Product: [Cl:15][CH2:16][CH:17]1[O:20][C:4](=[O:11])[NH:3][C@@H:6]1[CH3:7]. The catalyst class is: 4. (3) Reactant: [Cl:1][C:2]1[CH:3]=[C:4]([CH:31]=[CH:32][CH:33]=1)[CH2:5][O:6][C:7]1[CH:16]=[C:15]2[C:10]([CH2:11][CH:12]([CH2:25][C:26]([O:28][CH2:29][CH3:30])=[O:27])[C:13](=[O:24])[N:14]2C(OC(C)(C)C)=O)=[CH:9][CH:8]=1.Cl.O1CCOCC1.CC(O)C. Product: [Cl:1][C:2]1[CH:3]=[C:4]([CH:31]=[CH:32][CH:33]=1)[CH2:5][O:6][C:7]1[CH:16]=[C:15]2[C:10]([CH2:11][CH:12]([CH2:25][C:26]([O:28][CH2:29][CH3:30])=[O:27])[C:13](=[O:24])[NH:14]2)=[CH:9][CH:8]=1. The catalyst class is: 11. (4) Reactant: [Li+].[Cl-].[Mg].CC(C[AlH]CC(C)C)C.[Al](Cl)(CC(C)C)CC(C)C.Br[C:24]1[CH:42]=[CH:41][C:27]([O:28][CH2:29][CH2:30][CH2:31][N:32]([CH2:37][CH2:38][CH2:39][CH3:40])[CH2:33][CH2:34][CH2:35][CH3:36])=[CH:26][CH:25]=1.C([Cu])#N.[CH2:46]([C:50]1[O:51][C:52]2[CH:61]=[CH:60][C:59]([NH:62][S:63]([CH3:66])(=[O:65])=[O:64])=[CH:58][C:53]=2[C:54]=1[C:55](Cl)=[O:56])[CH2:47][CH2:48][CH3:49]. Product: [CH2:46]([C:50]1[O:51][C:52]2[CH:61]=[CH:60][C:59]([NH:62][S:63]([CH3:66])(=[O:64])=[O:65])=[CH:58][C:53]=2[C:54]=1[C:55](=[O:56])[C:24]1[CH:42]=[CH:41][C:27]([O:28][CH2:29][CH2:30][CH2:31][N:32]([CH2:37][CH2:38][CH2:39][CH3:40])[CH2:33][CH2:34][CH2:35][CH3:36])=[CH:26][CH:25]=1)[CH2:47][CH2:48][CH3:49]. The catalyst class is: 1. (5) Reactant: [CH2:1]([O:4][C:5]1[C:6]([N+:23]([O-])=O)=[C:7]([NH:14][C:15]2[CH:20]=[CH:19][C:18]([I:21])=[CH:17][C:16]=2[F:22])[C:8]([F:13])=[C:9]([O:11][CH3:12])[CH:10]=1)[CH:2]=[CH2:3].[O-]S(S([O-])=O)=O.[Na+].[Na+]. Product: [CH2:1]([O:4][C:5]1[CH:10]=[C:9]([O:11][CH3:12])[C:8]([F:13])=[C:7]([NH:14][C:15]2[CH:20]=[CH:19][C:18]([I:21])=[CH:17][C:16]=2[F:22])[C:6]=1[NH2:23])[CH:2]=[CH2:3]. The catalyst class is: 40. (6) Reactant: [CH:1]1([O:5][C:6]2[CH:11]=[CH:10][C:9]([N+:12]([O-])=O)=[CH:8][N:7]=2)[CH2:4][CH2:3][CH2:2]1. Product: [CH:1]1([O:5][C:6]2[N:7]=[CH:8][C:9]([NH2:12])=[CH:10][CH:11]=2)[CH2:2][CH2:3][CH2:4]1. The catalyst class is: 19. (7) Reactant: [C:1]([O:7][CH2:8][CH3:9])(=[O:6])[CH2:2][C:3]([CH3:5])=[O:4].[Cl:10][C:11]1[CH:12]=[C:13]([CH:16]=[CH:17][C:18]=1[Cl:19])[CH2:14]Br.C(=O)([O-])[O-].[K+].[K+]. Product: [Cl:10][C:11]1[CH:12]=[C:13]([CH2:14][CH:2]([C:3](=[O:4])[CH3:5])[C:1]([O:7][CH2:8][CH3:9])=[O:6])[CH:16]=[CH:17][C:18]=1[Cl:19]. The catalyst class is: 93. (8) Reactant: [CH3:1][C:2]1[CH:7]=[CH:6][C:5]([C:8]2[O:9][C:10]([CH3:13])=[N:11][N:12]=2)=[CH:4][C:3]=1[C:14]1[CH:19]=[CH:18][C:17]([C:20](O)=[O:21])=[CH:16][CH:15]=1.C1C=CC2N(O)N=NC=2C=1.Cl.CN(C)CCCN=C=NCC.[CH3:45][C:46]([CH3:51])([CH3:50])[CH2:47][CH2:48][NH2:49]. Product: [CH3:45][C:46]([CH3:51])([CH3:50])[CH2:47][CH2:48][NH:49][C:20]([C:17]1[CH:16]=[CH:15][C:14]([C:3]2[CH:4]=[C:5]([C:8]3[O:9][C:10]([CH3:13])=[N:11][N:12]=3)[CH:6]=[CH:7][C:2]=2[CH3:1])=[CH:19][CH:18]=1)=[O:21]. The catalyst class is: 3. (9) Reactant: [CH3:1][C:2]([C:4]1[CH:9]=[CH:8][C:7]([I:10])=[CH:6][C:5]=1[OH:11])=[O:3].[CH3:12][O:13][C:14]1[CH:15]=[C:16]([CH:19]=[C:20]([O:24][CH3:25])[C:21]=1[O:22][CH3:23])[CH:17]=O.[OH-].[K+].Cl. Product: [OH:11][C:5]1[CH:6]=[C:7]([I:10])[CH:8]=[CH:9][C:4]=1[C:2](=[O:3])[CH:1]=[CH:17][C:16]1[CH:19]=[C:20]([O:24][CH3:25])[C:21]([O:22][CH3:23])=[C:14]([O:13][CH3:12])[CH:15]=1. The catalyst class is: 40.